From a dataset of Forward reaction prediction with 1.9M reactions from USPTO patents (1976-2016). Predict the product of the given reaction. The product is: [Cl:1][C:2]1[C:7]([N:8]2[CH2:9][CH2:10][CH:11]([C:14]3[CH:19]=[C:18]([F:20])[CH:17]=[C:16]([F:21])[C:15]=3[O:22][CH:23]([F:25])[F:24])[CH2:12][CH2:13]2)=[CH:6][N:5]=[N:4][C:3]=1[NH:26][NH:27][C:42](=[O:43])[CH2:41][C:40]([F:46])([F:45])[F:39]. Given the reactants [Cl:1][C:2]1[C:7]([N:8]2[CH2:13][CH2:12][CH:11]([C:14]3[CH:19]=[C:18]([F:20])[CH:17]=[C:16]([F:21])[C:15]=3[O:22][CH:23]([F:25])[F:24])[CH2:10][CH2:9]2)=[CH:6][N:5]=[N:4][C:3]=1[NH:26][NH2:27].C1COCC1.C(=O)([O-])[O-].[Na+].[Na+].[F:39][C:40]([F:46])([F:45])[CH2:41][C:42](Cl)=[O:43], predict the reaction product.